Dataset: Peptide-MHC class I binding affinity with 185,985 pairs from IEDB/IMGT. Task: Regression. Given a peptide amino acid sequence and an MHC pseudo amino acid sequence, predict their binding affinity value. This is MHC class I binding data. (1) The peptide sequence is FYRYGFVANF. The MHC is HLA-A24:02 with pseudo-sequence HLA-A24:02. The binding affinity (normalized) is 0.738. (2) The peptide sequence is RGPGRAYVTI. The MHC is H-2-Dd with pseudo-sequence H-2-Dd. The binding affinity (normalized) is 0.758.